Dataset: Forward reaction prediction with 1.9M reactions from USPTO patents (1976-2016). Task: Predict the product of the given reaction. Given the reactants C([O:4][C:5]1C=[C:7]2[C:11](=[CH:12][CH:13]=1)[NH:10]C=[CH:8]2)(=O)C.[OH2:14].[N:15]([O-])=O.[Na+].Cl.O1[CH2:25][CH2:24][O:23][CH2:22][CH2:21]1, predict the reaction product. The product is: [C:24]([O:23][C:22]1[CH:21]=[C:12]2[C:11](=[CH:7][CH:8]=1)[NH:10][N:15]=[C:13]2[CH:5]=[O:4])(=[O:14])[CH3:25].